This data is from SARS-CoV-2 main protease (3CLPro) crystallographic fragment screen with 879 compounds. The task is: Binary Classification. Given a drug SMILES string, predict its activity (active/inactive) in a high-throughput screening assay against a specified biological target. (1) The molecule is COCc1cccc(C23CC2CCN3C)n1. The result is 0 (inactive). (2) The molecule is OCc1ccccc1N1CCOCC1. The result is 0 (inactive). (3) The drug is CC(C)C(=O)NCc1nc2ccccc2[nH]1. The result is 0 (inactive). (4) The molecule is Oc1ccccc1CN1CCOCC1. The result is 0 (inactive). (5) The drug is O=C1Nc2ccccc2CC12CCCN2. The result is 0 (inactive). (6) The molecule is O=C(Nc1ccc2ncccc2c1)c1ccccc1. The result is 0 (inactive). (7) The result is 0 (inactive). The compound is CS(=O)(=O)Nc1ccc(-c2ccccc2)cc1. (8) The compound is CC(=O)NCCCC[C@H](NC(C)=O)C(=O)NCc1ccc(Br)cc1. The result is 0 (inactive). (9) The drug is C[C@H]1[C@@H](CO)CCCN1C. The result is 0 (inactive).